Dataset: Forward reaction prediction with 1.9M reactions from USPTO patents (1976-2016). Task: Predict the product of the given reaction. (1) Given the reactants [S:1]1[CH:5]=[CH:4][CH:3]=[C:2]1[CH2:6][C:7]([OH:9])=O.C1C=NC2N(O)N=NC=2C=1.CCN(C(C)C)C(C)C.[CH3:29][O:30][C:31](=[O:50])[C:32]1[CH:37]=[CH:36][C:35]([NH:38][CH:39]2[CH2:44][CH2:43][CH2:42][CH2:41][CH:40]2[C:45]([F:48])([F:47])[F:46])=[C:34]([NH2:49])[CH:33]=1, predict the reaction product. The product is: [CH3:29][O:30][C:31](=[O:50])[C:32]1[CH:37]=[CH:36][C:35]([NH:38][CH:39]2[CH2:44][CH2:43][CH2:42][CH2:41][CH:40]2[C:45]([F:48])([F:46])[F:47])=[C:34]([NH:49][C:7](=[O:9])[CH2:6][C:2]2[S:1][CH:5]=[CH:4][CH:3]=2)[CH:33]=1. (2) Given the reactants Br[C:2]1[CH:16]=[CH:15][C:5]([O:6][CH:7]2[CH2:12][CH2:11][CH2:10][N:9]([CH2:13][CH3:14])[CH2:8]2)=[CH:4][CH:3]=1.[Cl:17][C:18]1[CH:23]=[CH:22][C:21]([C:24]2[CH:25]=[CH:26][C:27]([C:30]#[CH:31])=[N:28][CH:29]=2)=[CH:20][CH:19]=1, predict the reaction product. The product is: [Cl:17][C:18]1[CH:19]=[CH:20][C:21]([C:24]2[CH:25]=[CH:26][C:27]([C:30]#[C:31][C:2]3[CH:16]=[CH:15][C:5]([O:6][CH:7]4[CH2:12][CH2:11][CH2:10][N:9]([CH2:13][CH3:14])[CH2:8]4)=[CH:4][CH:3]=3)=[N:28][CH:29]=2)=[CH:22][CH:23]=1. (3) Given the reactants Cl.[Cl:2][C:3]1[C:4]([F:29])=[C:5]([CH:26]=[CH:27][CH:28]=1)[NH:6][C:7]1[C:16]2[C:11](=[CH:12][C:13]([O:24][CH3:25])=[C:14]([O:17][CH2:18][C@@H:19]3[CH2:23][CH2:22][CH2:21][NH:20]3)[CH:15]=2)[N:10]=[CH:9][N:8]=1.C([O:33][CH2:34][C:35](Cl)=[O:36])(=O)C, predict the reaction product. The product is: [Cl:2][C:3]1[C:4]([F:29])=[C:5]([CH:26]=[CH:27][CH:28]=1)[NH:6][C:7]1[C:16]2[C:11](=[CH:12][C:13]([O:24][CH3:25])=[C:14]([O:17][CH2:18][C@@H:19]3[CH2:23][CH2:22][CH2:21][N:20]3[C:34](=[O:33])[CH2:35][OH:36])[CH:15]=2)[N:10]=[CH:9][N:8]=1.